Dataset: Forward reaction prediction with 1.9M reactions from USPTO patents (1976-2016). Task: Predict the product of the given reaction. (1) Given the reactants [O:1]1[C:5]2=[CH:6][C:7]3[CH:8]=[C:9]([C:13]([O:15]CC)=[O:14])[NH:10][C:11]=3[CH:12]=[C:4]2[O:3][CH2:2]1.O[Li].O, predict the reaction product. The product is: [O:1]1[C:5]2=[CH:6][C:7]3[CH:8]=[C:9]([C:13]([OH:15])=[O:14])[NH:10][C:11]=3[CH:12]=[C:4]2[O:3][CH2:2]1. (2) Given the reactants [CH:1]1[C:17]2[C:5](=[C:6]3[CH:48]=[CH:47][CH:46]=[CH:45][C:7]3=[C:8]3[C:16]=2[CH:15]([CH2:18][CH2:19][CH2:20][CH2:21][CH2:22][CH2:23][CH2:24][CH2:25][CH2:26][CH2:27][O:28][C:29]2[CH:34]=[CH:33][C:32]([CH2:35][OH:36])=[CH:31][CH:30]=2)[C:14]2[C:9]3=[C:10]3[CH:44]=[CH:43][CH:42]=[CH:41][C:11]3=[C:12]3[CH:40]=[CH:39][CH:38]=[CH:37][C:13]3=2)[CH:4]=[CH:3][CH:2]=1.C([O:51][C:52](=O)[CH2:53][C:54](=[O:64])[C:55]1[CH:60]=[C:59]([F:61])[C:58]([F:62])=[CH:57][C:56]=1[F:63])C.C.CO, predict the reaction product. The product is: [F:63][C:56]1[CH:57]=[C:58]([F:62])[C:59]([F:61])=[CH:60][C:55]=1[C:54](=[O:64])[CH2:53][C:52]([O:36][CH2:35][C:32]1[CH:31]=[CH:30][C:29]([O:28][CH2:27][CH2:26][CH2:25][CH2:24][CH2:23][CH2:22][CH2:21][CH2:20][CH2:19][CH2:18][CH:15]2[C:14]3[C:9](=[C:10]4[CH:44]=[CH:43][CH:42]=[CH:41][C:11]4=[C:12]4[CH:40]=[CH:39][CH:38]=[CH:37][C:13]4=3)[C:8]3[C:16]2=[C:17]2[CH:1]=[CH:2][CH:3]=[CH:4][C:5]2=[C:6]2[CH:48]=[CH:47][CH:46]=[CH:45][C:7]2=3)=[CH:34][CH:33]=1)=[O:51]. (3) Given the reactants Cl.Cl.[NH2:3][C@H:4]1[CH2:8][C@@H:7]([N:9]2[CH:17]=[N:16][C:15]3[C:10]2=[N:11][C:12]([Cl:33])=[N:13][C:14]=3[NH:18][CH2:19][CH:20]([C:27]2[CH:32]=[CH:31][CH:30]=[CH:29][CH:28]=2)[C:21]2[CH:26]=[CH:25][CH:24]=[CH:23][CH:22]=2)[C@H:6]([OH:34])[C@@H:5]1[OH:35].[C:36]([O:39][CH2:40][C:41](Cl)=[O:42])(=[O:38])[CH3:37], predict the reaction product. The product is: [Cl:33][C:12]1[N:11]=[C:10]2[C:15]([N:16]=[CH:17][N:9]2[C@@H:7]2[CH2:8][C@H:4]([NH:3][C:41]([CH2:40][O:39][C:36](=[O:38])[CH3:37])=[O:42])[C@@H:5]([OH:35])[C@H:6]2[OH:34])=[C:14]([NH:18][CH2:19][CH:20]([C:27]2[CH:28]=[CH:29][CH:30]=[CH:31][CH:32]=2)[C:21]2[CH:26]=[CH:25][CH:24]=[CH:23][CH:22]=2)[N:13]=1. (4) Given the reactants [CH3:1][O:2][C:3]([C:5]1[C:13]([NH:14][C:15]2[CH:20]=[CH:19][C:18]([I:21])=[CH:17][C:16]=2[Cl:22])=[C:12]([F:23])[C:8]2[N:9]=[CH:10][NH:11][C:7]=2[CH:6]=1)=[O:4].[C:24]([O-])([O-])=O.[K+].[K+].CI, predict the reaction product. The product is: [CH3:1][O:2][C:3]([C:5]1[C:13]([NH:14][C:15]2[CH:20]=[CH:19][C:18]([I:21])=[CH:17][C:16]=2[Cl:22])=[C:12]([F:23])[C:8]2[N:9]=[CH:10][N:11]([CH3:24])[C:7]=2[CH:6]=1)=[O:4].